This data is from Catalyst prediction with 721,799 reactions and 888 catalyst types from USPTO. The task is: Predict which catalyst facilitates the given reaction. (1) Reactant: [CH2:1]([C@H:8]([C@H:24]([C@@H:29](O)[CH3:30])CCCC)[CH2:9][CH2:10][CH2:11][C@H:12]([NH:16][C:17]([O:19][C:20]([CH3:23])([CH3:22])[CH3:21])=[O:18])[C:13]([OH:15])=[O:14])[C:2]1[CH:7]=[CH:6][CH:5]=[CH:4][CH:3]=1.[CH3:32][C:33]1C=CC=[C:35]([N+]([O-])=O)[C:34]=1C(OC([C:34]1[C:35]([N+]([O-])=O)=CC=C[C:33]=1[CH3:32])=O)=O. Product: [C:20]([O:19][C:17](=[O:18])[NH:16][C@H:12]1[CH2:11][CH2:10][CH2:9][C@H:8]([CH2:1][C:2]2[CH:3]=[CH:4][CH:5]=[CH:6][CH:7]=2)[C@@H:24]([CH2:32][CH2:33][CH2:34][CH3:35])[C@H:29]([CH3:30])[O:15][C:13]1=[O:14])([CH3:21])([CH3:22])[CH3:23]. The catalyst class is: 64. (2) Reactant: [H-].[Na+].[CH2:3]([OH:7])[C:4]#[C:5][CH3:6].Cl[C:9]1[CH:14]=[C:13]([O:15][CH:16]([CH3:22])[CH2:17][C:18]([CH3:21])([CH3:20])[CH3:19])[N:12]=[CH:11][N:10]=1.[Cl-].[NH4+]. Product: [CH2:3]([O:7][C:9]1[CH:14]=[C:13]([O:15][CH:16]([CH3:22])[CH2:17][C:18]([CH3:21])([CH3:20])[CH3:19])[N:12]=[CH:11][N:10]=1)[C:4]#[C:5][CH3:6]. The catalyst class is: 7. (3) Reactant: [NH2:1][C:2]1[CH:3]=[CH:4][C:5]([Cl:25])=[C:6]([C:8]2[N:9]=[C:10]3[N:15]=[CH:14][C:13]([N:16]([CH3:23])[C:17](=[O:22])[O:18][CH:19]([CH3:21])[CH3:20])=[CH:12][N:11]3[CH:24]=2)[CH:7]=1.[O:26]1[CH:30]=[CH:29][CH:28]=[C:27]1[C:31](Cl)=[O:32]. Product: [Cl:25][C:5]1[CH:4]=[CH:3][C:2]([NH:1][C:31]([C:27]2[O:26][CH:30]=[CH:29][CH:28]=2)=[O:32])=[CH:7][C:6]=1[C:8]1[N:9]=[C:10]2[N:15]=[CH:14][C:13]([N:16]([CH3:23])[C:17](=[O:22])[O:18][CH:19]([CH3:21])[CH3:20])=[CH:12][N:11]2[CH:24]=1. The catalyst class is: 17. (4) Reactant: [NH2:1][C:2]1[CH:7]=[CH:6][C:5]([Br:8])=[CH:4][N:3]=1.[CH2:9]([O:11][C:12]([N:14]=[C:15]=[S:16])=[O:13])[CH3:10]. Product: [Br:8][C:5]1[CH:6]=[CH:7][C:2]([NH:1][C:15]([NH:14][C:12]([O:11][CH2:9][CH3:10])=[O:13])=[S:16])=[N:3][CH:4]=1. The catalyst class is: 2.